Dataset: Kir2.1 potassium channel HTS with 301,493 compounds. Task: Binary Classification. Given a drug SMILES string, predict its activity (active/inactive) in a high-throughput screening assay against a specified biological target. (1) The compound is S(CC(=O)N1CCN(CC1)C(OCC)=O)C=1Nc2c(S(=O)(=O)N1)cc(F)cc2. The result is 0 (inactive). (2) The result is 0 (inactive). The compound is S(=O)(=O)(N(CC)CC)c1cc(NC(=O)c2ccc(N3CCCC3=O)cc2)c(OCC)cc1. (3) The molecule is [O-][N+](=O)c1ccc(CN2CCC(=CC2)c2ccccc2)cc1. The result is 0 (inactive). (4) The compound is Brc1ccc(c2cn(S(=O)(=O)c3c4nsnc4ccc3)nc2N)cc1. The result is 0 (inactive). (5) The compound is Clc1cc(N\C=C\C(=O)c2occc2)ccc1F. The result is 0 (inactive). (6) The drug is Brc1cc(C(=O)Nc2ccc(N3CCN(CC3)C(=O)c3c(F)cccc3)cc2)cnc1. The result is 0 (inactive). (7) The molecule is O(C(OCC)Cn1c(nc2c1cccc2)CCCO)CC. The result is 0 (inactive). (8) The molecule is Clc1c(ccc(C(=O)NCc2cc3OCOc3cc2)c1)C. The result is 0 (inactive). (9) The compound is Clc1cc(N(S(=O)(=O)C)CC(=O)N(CC)CC)ccc1F. The result is 0 (inactive).